From a dataset of Full USPTO retrosynthesis dataset with 1.9M reactions from patents (1976-2016). Predict the reactants needed to synthesize the given product. Given the product [NH:1]1[C:5]2=[N:6][CH:7]=[CH:8][CH:9]=[C:4]2[C:3]([CH:10]=[C:11]2[C:12](=[O:24])[CH:13]=[C:14]([NH:16][CH:17]3[CH2:18][CH2:19]3)[O:15]2)=[CH:2]1, predict the reactants needed to synthesize it. The reactants are: [NH:1]1[C:5]2=[N:6][CH:7]=[CH:8][CH:9]=[C:4]2[C:3]([CH:10]=[C:11]2[O:15][C:14]([NH:16][CH:17]3[CH2:19][CH2:18]3)=[C:13](C(OC)=O)[C:12]2=[O:24])=[CH:2]1.[OH-].[K+].